From a dataset of Forward reaction prediction with 1.9M reactions from USPTO patents (1976-2016). Predict the product of the given reaction. (1) The product is: [C:35]([C:39]1[CH:40]=[CH:41][C:42]([C:43]([N:6]2[C@@H:7]([C:16]3[CH:21]=[CH:20][CH:19]=[C:18]([C:22]4[CH:27]=[CH:26][CH:25]=[CH:24][CH:23]=4)[CH:17]=3)[C@@H:8]([C:10]3[CH:15]=[N:14][CH:13]=[CH:12][N:11]=3)[CH2:9][C@@:5]2([CH2:1][CH:2]([CH3:4])[CH3:3])[C:28]([O:30][C:31]([CH3:32])([CH3:34])[CH3:33])=[O:29])=[O:44])=[CH:46][CH:47]=1)([CH3:38])([CH3:36])[CH3:37]. Given the reactants [CH2:1]([C@@:5]1([C:28]([O:30][C:31]([CH3:34])([CH3:33])[CH3:32])=[O:29])[CH2:9][C@H:8]([C:10]2[CH:15]=[N:14][CH:13]=[CH:12][N:11]=2)[C@H:7]([C:16]2[CH:21]=[CH:20][CH:19]=[C:18]([C:22]3[CH:27]=[CH:26][CH:25]=[CH:24][CH:23]=3)[CH:17]=2)[NH:6]1)[CH:2]([CH3:4])[CH3:3].[C:35]([C:39]1[CH:47]=[CH:46][C:42]([C:43](Cl)=[O:44])=[CH:41][CH:40]=1)([CH3:38])([CH3:37])[CH3:36], predict the reaction product. (2) The product is: [O:7]([C:8]1[CH:13]=[CH:12][C:11]([CH:20]([C:21]2[CH:26]=[CH:25][CH:24]=[CH:23][CH:22]=2)[OH:27])=[CH:10][CH:9]=1)[C:4]1[CH:5]=[CH:6][CH:1]=[CH:2][CH:3]=1. Given the reactants [CH:1]1[CH:6]=[CH:5][C:4]([O:7][C:8]2[CH:13]=[CH:12][C:11](Br)=[CH:10][CH:9]=2)=[CH:3][CH:2]=1.C([Li])CCC.[CH:20](=[O:27])[C:21]1[CH:26]=[CH:25][CH:24]=[CH:23][CH:22]=1, predict the reaction product. (3) Given the reactants C1COCC1.[C:6]1([C:12]2[C:17]3[CH:18]=[CH:19][CH:20]=[C:21]4[C:22](=O)[C:23]5[CH:34]=[C:33]([C:35]6[CH:40]=[CH:39][CH:38]=[CH:37][CH:36]=6)[C:26]6=[CH:27][CH:28]=[CH:29][C:30]7[C:31](=O)[C:14](=[C:15]([C:24]=5[C:25]=76)[C:16]=34)[CH:13]=2)[CH:11]=[CH:10][CH:9]=[CH:8][CH:7]=1, predict the reaction product. The product is: [C:6]1([C:12]2[C:17]3[CH:18]=[CH:19][CH:20]=[C:21]4[CH:22]=[C:23]5[CH:34]=[C:33]([C:35]6[CH:40]=[CH:39][CH:38]=[CH:37][CH:36]=6)[C:26]6=[CH:27][CH:28]=[CH:29][C:30]7[CH:31]=[C:14]([C:15]([C:16]=34)=[C:24]5[C:25]=76)[CH:13]=2)[CH:11]=[CH:10][CH:9]=[CH:8][CH:7]=1. (4) Given the reactants [Cl:1][C:2]1[CH:3]=[N:4][C:5]([N:12]2[CH2:16][CH2:15][CH:14]([O:17][C:18]3[CH:23]=[CH:22][CH:21]=[CH:20][CH:19]=3)[CH2:13]2)=[C:6]([CH:11]=1)[C:7]([O:9]C)=[O:8].[OH-].[Na+], predict the reaction product. The product is: [Cl:1][C:2]1[CH:3]=[N:4][C:5]([N:12]2[CH2:16][CH2:15][CH:14]([O:17][C:18]3[CH:23]=[CH:22][CH:21]=[CH:20][CH:19]=3)[CH2:13]2)=[C:6]([CH:11]=1)[C:7]([OH:9])=[O:8]. (5) Given the reactants [CH3:1][C:2]([CH3:31])([CH3:30])[C:3]#[C:4][C:5]1[S:9][C:8]([C:10]([OH:12])=[O:11])=[C:7]([N:13]([C@H:23]2[CH2:28][CH2:27][C@@H:26](O)[CH2:25][CH2:24]2)[C:14]([C@H:16]2[CH2:21][CH2:20][C@H:19]([CH3:22])[CH2:18][CH2:17]2)=[O:15])[CH:6]=1.C(N(S(F)(F)[F:38])CC)C, predict the reaction product. The product is: [CH3:1][C:2]([CH3:31])([CH3:30])[C:3]#[C:4][C:5]1[S:9][C:8]([C:10]([OH:12])=[O:11])=[C:7]([N:13]([C@H:23]2[CH2:28][CH2:27][C@H:26]([F:38])[CH2:25][CH2:24]2)[C:14]([C@H:16]2[CH2:21][CH2:20][C@H:19]([CH3:22])[CH2:18][CH2:17]2)=[O:15])[CH:6]=1. (6) Given the reactants [O:1]=[C:2]1[C:10](=[C:11]2[C:19]3[C:14](=[CH:15][C:16]([CH2:20][CH:21]=O)=[CH:17][CH:18]=3)[CH2:13][O:12]2)[C:9]2[C:4](=[CH:5][CH:6]=[CH:7][CH:8]=2)[NH:3]1.[NH:23]1[CH2:28][CH2:27][O:26][CH2:25][CH2:24]1.C(O)(=O)C.C([BH3-])#N.[Na+].C([O-])(O)=O.[Na+], predict the reaction product. The product is: [N:23]1([CH2:21][CH2:20][C:16]2[CH:15]=[C:14]3[C:19](=[CH:18][CH:17]=2)[C:11](=[C:10]2[C:9]4[C:4](=[CH:5][CH:6]=[CH:7][CH:8]=4)[NH:3][C:2]2=[O:1])[O:12][CH2:13]3)[CH2:28][CH2:27][O:26][CH2:25][CH2:24]1. (7) Given the reactants [CH3:1][C:2]1[C:10]2[CH2:9][O:8][C:7](=[O:11])[C:6]=2[CH:5]=[CH:4][C:3]=1[CH:12]1[CH2:14][O:13]1.[C:15]([N:22]1[CH2:27][CH2:26][NH:25][C@H:24]([CH2:28][OH:29])[CH2:23]1)([O:17][C:18]([CH3:21])([CH3:20])[CH3:19])=[O:16], predict the reaction product. The product is: [OH:29][CH2:28][C@H:24]1[N:25]([CH2:14][CH:12]([OH:13])[C:3]2[CH:4]=[CH:5][C:6]3[C:7](=[O:11])[O:8][CH2:9][C:10]=3[C:2]=2[CH3:1])[CH2:26][CH2:27][N:22]([C:15]([O:17][C:18]([CH3:21])([CH3:20])[CH3:19])=[O:16])[CH2:23]1. (8) Given the reactants [Cl:1][C:2]1[C:12]([C:13]2[C:22](=[O:23])[N:21]([CH2:24][CH3:25])[C:20]3[C:15](=[CH:16][N:17]=[C:18]4[NH:28][CH:27]=[CH:26][C:19]4=3)[CH:14]=2)=[CH:11][C:10]([O:29][CH3:30])=[CH:9][C:3]=1[C:4]([NH:6][CH2:7][CH3:8])=[O:5].[CH2:31]([O:33][C:34](=[O:37])[CH2:35]Cl)[CH3:32].C(=O)([O-])[O-].[K+].[K+], predict the reaction product. The product is: [CH2:31]([O:33][C:34](=[O:37])[CH2:35][N:28]1[C:18]2=[N:17][CH:16]=[C:15]3[C:20]([N:21]([CH2:24][CH3:25])[C:22](=[O:23])[C:13]([C:12]4[CH:11]=[C:10]([O:29][CH3:30])[CH:9]=[C:3]([C:4](=[O:5])[NH:6][CH2:7][CH3:8])[C:2]=4[Cl:1])=[CH:14]3)=[C:19]2[CH:26]=[CH:27]1)[CH3:32]. (9) Given the reactants [CH3:1][O:2][CH2:3][CH2:4][N:5]1[C:9]([CH3:10])=[C:8]([CH3:11])[S:7][C:6]1=[NH:12].CCN(CC)CC.[Cl:20][C:21]1[CH:29]=[CH:28][C:27]([Cl:30])=[CH:26][C:22]=1[C:23](Cl)=[O:24], predict the reaction product. The product is: [Cl:20][C:21]1[CH:29]=[CH:28][C:27]([Cl:30])=[CH:26][C:22]=1[C:23](/[N:12]=[C:6]1\[S:7][C:8]([CH3:11])=[C:9]([CH3:10])[N:5]\1[CH2:4][CH2:3][O:2][CH3:1])=[O:24].